From a dataset of Reaction yield outcomes from USPTO patents with 853,638 reactions. Predict the reaction yield, written as a fraction of the theoretical maximum amount of product (1.0 means a 100% yield; for example, 0.34 means a 34% yield). (1) The reactants are [H-].[Na+].[C:3]1([OH:9])[CH:8]=[CH:7][CH:6]=[CH:5][CH:4]=1.[Br:10][C:11]1[CH:12]=[N:13][CH:14]=[C:15](Br)[CH:16]=1.[OH-].[Na+]. The catalyst is CN(C=O)C.O. The product is [Br:10][C:11]1[CH:12]=[N:13][CH:14]=[C:15]([O:9][C:3]2[CH:8]=[CH:7][CH:6]=[CH:5][CH:4]=2)[CH:16]=1. The yield is 0.680. (2) The yield is 0.670. The product is [NH2:1][C:2]1[C:11]2[N:12]=[C:13]([CH2:39][CH2:40][O:41][CH3:42])[N:14]([CH2:15][CH2:16][CH2:17][N:18]([CH2:27][C:28]3[CH:29]=[C:30]([CH:36]=[CH:37][CH:38]=3)[O:31][CH2:32][C:33]([O:35][CH2:4][CH:9]([CH3:10])[CH3:8])=[O:34])[C:19](=[O:26])[CH2:20][N:21]([CH2:24][CH3:25])[CH2:22][CH3:23])[C:10]=2[C:9]2[CH:8]=[CH:7][CH:6]=[CH:5][C:4]=2[N:3]=1. The reactants are [NH2:1][C:2]1[C:11]2[N:12]=[C:13]([CH2:39][CH2:40][O:41][CH3:42])[N:14]([CH2:15][CH2:16][CH2:17][N:18]([CH2:27][C:28]3[CH:29]=[C:30]([CH:36]=[CH:37][CH:38]=3)[O:31][CH2:32][C:33]([OH:35])=[O:34])[C:19](=[O:26])[CH2:20][N:21]([CH2:24][CH3:25])[CH2:22][CH3:23])[C:10]=2[C:9]2[CH:8]=[CH:7][CH:6]=[CH:5][C:4]=2[N:3]=1. The catalyst is CC(C)CO. (3) The reactants are [C:1]([C:3]1[C:8]2[S:9][CH:10]=[CH:11][C:7]=2[C:6]([NH:12][C@H:13]([C@H:26]([OH:28])[CH3:27])[C:14]([NH:16][NH:17][C:18](=O)[C:19]2[CH:24]=[CH:23][CH:22]=[CH:21][CH:20]=2)=[O:15])=[CH:5][CH:4]=1)#[N:2].CCN(P1(N(C)CCCN1C)=NC(C)(C)C)CC.CO. The catalyst is C1COCC1. The product is [OH:28][C@H:26]([CH3:27])[C@@H:13]([NH:12][C:6]1[C:7]2[CH:11]=[CH:10][S:9][C:8]=2[C:3]([C:1]#[N:2])=[CH:4][CH:5]=1)[C:14]1[O:15][C:18]([C:19]2[CH:20]=[CH:21][CH:22]=[CH:23][CH:24]=2)=[N:17][N:16]=1. The yield is 0.430. (4) The reactants are CCN=C=NCCCN(C)C.[F:12][C:13]1[CH:18]=[C:17]([CH3:19])[CH:16]=[CH:15][C:14]=1[C:20]1[CH:25]=[C:24]([C:26]2[N:27]([CH:31]([CH3:33])[CH3:32])[N:28]=[CH:29][CH:30]=2)[CH:23]=[C:22]([C:34](O)=[O:35])[CH:21]=1.C1C=CC2N(O)N=NC=2C=1.CN1C(=O)CCC1.[NH2:54][CH:55]([CH3:58])[CH2:56][OH:57]. The catalyst is C(Cl)Cl. The product is [OH:57][CH2:56][CH:55]([NH:54][C:34]([C:22]1[CH:21]=[C:20]([C:14]2[CH:15]=[CH:16][C:17]([CH3:19])=[CH:18][C:13]=2[F:12])[CH:25]=[C:24]([C:26]2[N:27]([CH:31]([CH3:33])[CH3:32])[N:28]=[CH:29][CH:30]=2)[CH:23]=1)=[O:35])[CH3:58]. The yield is 0.460. (5) The reactants are Br[C:2]1[C:11]2[C:6](=[CH:7][CH:8]=[CH:9][CH:10]=2)[CH:5]=[N:4][CH:3]=1.[CH3:12][Mg]Br.C(OCC)C.Cl. The catalyst is C1COCC1.Cl[Ni]1(Cl)[P](C2C=CC=CC=2)(C2C=CC=CC=2)CCC[P]1(C1C=CC=CC=1)C1C=CC=CC=1. The product is [CH3:12][C:2]1[C:11]2[C:6](=[CH:7][CH:8]=[CH:9][CH:10]=2)[CH:5]=[N:4][CH:3]=1. The yield is 0.780.